Dataset: Full USPTO retrosynthesis dataset with 1.9M reactions from patents (1976-2016). Task: Predict the reactants needed to synthesize the given product. (1) Given the product [CH3:12][O:11][C:6]1[N:7]=[CH:8][CH:9]=[C:10]2[C:2]([B:23]3[O:27][C:26]([CH3:29])([CH3:28])[C:25]([CH3:31])([CH3:30])[O:24]3)=[CH:3][N:4]([CH3:13])[C:5]=12, predict the reactants needed to synthesize it. The reactants are: I[C:2]1[C:10]2[C:5](=[C:6]([O:11][CH3:12])[N:7]=[CH:8][CH:9]=2)[N:4]([CH3:13])[CH:3]=1.C([Li])CCC.C(O[B:23]1[O:27][C:26]([CH3:29])([CH3:28])[C:25]([CH3:31])([CH3:30])[O:24]1)(C)C. (2) Given the product [CH:27]12[CH2:30][CH:24]([CH:25]([CH2:31][NH:32][C:33]([C:34]3[C:35]([S:40][CH2:12][CH2:13][C:14]([F:22])([F:23])[C:15]4[CH:16]=[CH:17][C:18]([F:21])=[CH:19][CH:20]=4)=[N:36][CH:37]=[CH:38][CH:39]=3)=[O:41])[CH2:26]1)[CH2:29][CH2:28]2, predict the reactants needed to synthesize it. The reactants are: C([O-])([O-])=O.[K+].[K+].CS(O[CH2:12][CH2:13][C:14]([F:23])([F:22])[C:15]1[CH:20]=[CH:19][C:18]([F:21])=[CH:17][CH:16]=1)(=O)=O.[CH:24]12[CH2:30][CH:27]([CH2:28][CH2:29]1)[CH2:26][CH:25]2[CH2:31][NH:32][C:33](=[O:41])[C:34]1[CH:39]=[CH:38][CH:37]=[N:36][C:35]=1[SH:40].CCCCCC.CC(=O)OCC. (3) Given the product [C:14]([O:13][C:12]([NH:11][CH2:10][C:9]#[C:8][C:5]1[N:6]=[CH:7][C:2]([C:32]#[C:31][CH2:30][NH:29][C:19](=[O:20])[O:21][CH2:22][C:23]2[CH:28]=[CH:27][CH:26]=[CH:25][CH:24]=2)=[CH:3][CH:4]=1)=[O:18])([CH3:17])([CH3:16])[CH3:15], predict the reactants needed to synthesize it. The reactants are: Br[C:2]1[CH:3]=[CH:4][C:5]([C:8]#[C:9][CH2:10][NH:11][C:12](=[O:18])[O:13][C:14]([CH3:17])([CH3:16])[CH3:15])=[N:6][CH:7]=1.[C:19]([NH:29][CH2:30][C:31]#[CH:32])([O:21][CH2:22][C:23]1[CH:28]=[CH:27][CH:26]=[CH:25][CH:24]=1)=[O:20]. (4) Given the product [CH2:7]([O:6][C:4]([C:3]1[N:10]=[C:11]([NH2:13])[S:12][CH:2]=1)=[O:5])[CH3:8], predict the reactants needed to synthesize it. The reactants are: Br[CH2:2][C:3](=O)[C:4]([O:6][CH2:7][CH3:8])=[O:5].[NH2:10][C:11]([NH2:13])=[S:12]. (5) Given the product [Br:1][C:2]1[CH:3]=[C:4]([Cl:17])[C:5]([C:9]2[C:10](=[O:16])/[C:11](=[CH:34]/[C:29]3[CH:30]=[CH:31][CH:32]=[CH:33][N:28]=3)/[CH2:12][C:13]=2[O:14][CH3:15])=[C:6]([Cl:8])[CH:7]=1, predict the reactants needed to synthesize it. The reactants are: [Br:1][C:2]1[CH:7]=[C:6]([Cl:8])[C:5]([C:9]2[C:10](=[O:16])[CH2:11][CH2:12][C:13]=2[O:14][CH3:15])=[C:4]([Cl:17])[CH:3]=1.C[Si](C)(C)[N-][Si](C)(C)C.[K+].[N:28]1[CH:33]=[CH:32][CH:31]=[CH:30][C:29]=1[CH:34]=O.